Dataset: Experimentally validated miRNA-target interactions with 360,000+ pairs, plus equal number of negative samples. Task: Binary Classification. Given a miRNA mature sequence and a target amino acid sequence, predict their likelihood of interaction. (1) The miRNA is cel-miR-58b-3p with sequence AGAGAUCAACCAUUGAGAUCCAA. The protein sequence of the target gene is MRTVVLTMKASVIEMFLVLLVTGVHSNKETAKKIKRPKFTVPQINCDVKAGKIIDPEFIVKCPAGCQDPKYHVYGTDVYASYSSVCGAAVHSGVLDNSGGKILVRKVAGQSGYKGSYSNGVQSLSLPRWRESFIVLESKPKKGVTYPSALTYSSSKSPAAQAGETTKAYQRPPIPGTTAQPVTLMQLLAVTVAVATPTTLPRPSPSAASTTSIPRPQSVGHRSQEMDLWSTATYTSSQNRPRADPGIQRQDPSGAAFQKPVGADVSLGLVPKEELSTQSLEPVSLGDPNCKIDLSFLIDG.... Result: 0 (no interaction). (2) The miRNA is hsa-miR-3135a with sequence UGCCUAGGCUGAGACUGCAGUG. The protein sequence of the target gene is MTLTERLREKISQAFYNHGLLCASYPIPIILFTGLCILACCYPLLKLPLPGTGPVEFSTPVKGYSPPPADSDHKQGEPSEQPEWYVGAPVAYIQQIFVKSSVSPWHRNLLAVDVFRSPLSRAFQLVEEIRNHVLRDSSGTKSLEEVCLQVTDLLPGLRKLRSLLPEHGCLLLSPGNFWQNDWERFHADPDIIGTIHQHEPKTLQTSATLKDLLFGVPGKYSGVSLYTRKRMVSYTITLVFQRYHAKFLSSLRARLMLLHPSPNCSLRAENLVHVHFKEEIGIAELIPLVTTYIILFAYIY.... Result: 0 (no interaction). (3) The miRNA is hsa-miR-4730 with sequence CUGGCGGAGCCCAUUCCAUGCCA. The protein sequence of the target gene is MFSGFNVFRVGISFVIMCIFYMPTVNSLPELSPQKYFSTLQPGKASLAYFCQADSPRTSVFLEELNEAVRPLQDYGISVAKVNCVKEEISRYCGKEKDLMKAYLFKGNILLREFPTDTLFDVNAIVAHVLFALLFSEVKYITNLEDLQNIENALKGKANIIFSYVRAIGIPEHRAVMEAAFVYGTTYQFVLTTEIALLESIGSEDVEYAHLYFFHCKLVLDLTQQCRRTLMEQPLTTLNIHLFIKTMKAPLLTEVAEDPQQVSTVHLQLGLPLVFIVSQQATYEADRRTAEWVAWRLLGK.... Result: 0 (no interaction).